Predict the product of the given reaction. From a dataset of Forward reaction prediction with 1.9M reactions from USPTO patents (1976-2016). Given the reactants [CH3:1][O-:2].[Na+].[C:4]([C:6]1[CH:29]=[C:28]([Cl:30])[CH:27]=[CH:26][C:7]=1[O:8][CH:9](OCC1C=CC=CC=1)[C:10]([C:12]1[CH:17]=[CH:16][CH:15]=[CH:14][CH:13]=1)=[O:11])#[N:5], predict the reaction product. The product is: [NH2:5][C:4]1[C:6]2[CH:29]=[C:28]([Cl:30])[CH:27]=[CH:26][C:7]=2[O:8][C:9]=1[C:10](=[O:11])[C:12]1[CH:13]=[CH:14][CH:15]=[CH:16][C:17]=1[O:2][CH2:1][C:6]1[CH:29]=[CH:28][CH:27]=[CH:26][CH:7]=1.